This data is from HIV replication inhibition screening data with 41,000+ compounds from the AIDS Antiviral Screen. The task is: Binary Classification. Given a drug SMILES string, predict its activity (active/inactive) in a high-throughput screening assay against a specified biological target. (1) The molecule is COc1ccc2c(c1)C(=O)C1CCC(=O)N1C2c1ccc2c(c1)OCO2. The result is 0 (inactive). (2) The drug is O=C1c2ccccc2C(=O)c2sc(Nc3ccc([N+](=O)[O-])cc3)nc21. The result is 0 (inactive). (3) The result is 0 (inactive). The compound is Cc1cc(S(=O)(=O)Nc2nc(Nc3ccc4ccccc4c3)n[nH]2)c(S)cc1Cl.